Dataset: Catalyst prediction with 721,799 reactions and 888 catalyst types from USPTO. Task: Predict which catalyst facilitates the given reaction. (1) Product: [Cl:1][C:2]1[C:10]([C:11]2[C:12]([CH3:18])=[N:13][N:14]([CH3:17])[C:15]=2[CH3:16])=[C:9]2[C:5]([C:6]([CH2:20][CH2:21][CH2:22][O:23][C:24]3[CH:25]=[C:26]([CH3:32])[C:27]([Cl:31])=[C:28]([CH3:30])[CH:29]=3)=[C:7]([CH3:19])[N:8]2[CH2:40][C:41]([O:43][CH2:44][CH3:45])=[O:42])=[CH:4][CH:3]=1. Reactant: [Cl:1][C:2]1[C:10]([C:11]2[C:12]([CH3:18])=[N:13][N:14]([CH3:17])[C:15]=2[CH3:16])=[C:9]2[C:5]([C:6]([CH2:20][CH2:21][CH2:22][O:23][C:24]3[CH:29]=[C:28]([CH3:30])[C:27]([Cl:31])=[C:26]([CH3:32])[CH:25]=3)=[C:7]([CH3:19])[NH:8]2)=[CH:4][CH:3]=1.C([O-])([O-])=O.[Cs+].[Cs+].I[CH2:40][C:41]([O:43][CH2:44][CH3:45])=[O:42]. The catalyst class is: 3. (2) Reactant: [C:1]([C:3]1[CH:4]=[C:5]([C:17]2[O:21][N:20]=[C:19]([C:22]3[CH:39]=[CH:38][C:25]4[CH2:26][CH2:27][N:28]([C:31]([O:33][C:34]([CH3:37])([CH3:36])[CH3:35])=[O:32])[CH2:29][CH2:30][C:24]=4[CH:23]=3)[N:18]=2)[CH:6]=[CH:7][C:8]=1[O:9]CC1C=CC=CC=1)#[N:2]. Product: [C:1]([C:3]1[CH:4]=[C:5]([C:17]2[O:21][N:20]=[C:19]([C:22]3[CH:39]=[CH:38][C:25]4[CH2:26][CH2:27][N:28]([C:31]([O:33][C:34]([CH3:35])([CH3:36])[CH3:37])=[O:32])[CH2:29][CH2:30][C:24]=4[CH:23]=3)[N:18]=2)[CH:6]=[CH:7][C:8]=1[OH:9])#[N:2]. The catalyst class is: 787. (3) Reactant: [C:1]([O:5][C:6]([N:8]1[CH2:13][CH2:12][NH:11][CH2:10][C@@H:9]1[C@@H:14]([OH:24])[C@H:15]([NH2:23])[CH2:16][C:17]1[CH:22]=[CH:21][CH:20]=[CH:19][CH:18]=1)=[O:7])([CH3:4])([CH3:3])[CH3:2].[C:25](=N)([C:32]1[CH:37]=[CH:36][CH:35]=[CH:34][CH:33]=1)[C:26]1[CH:31]=[CH:30][CH:29]=[CH:28][CH:27]=1. Product: [C:1]([O:5][C:6]([N:8]1[CH2:13][CH2:12][NH:11][CH2:10][C@@H:9]1[C@@H:14]([OH:24])[C@H:15]([N:23]=[C:25]([C:26]1[CH:31]=[CH:30][CH:29]=[CH:28][CH:27]=1)[C:32]1[CH:37]=[CH:36][CH:35]=[CH:34][CH:33]=1)[CH2:16][C:17]1[CH:18]=[CH:19][CH:20]=[CH:21][CH:22]=1)=[O:7])([CH3:4])([CH3:2])[CH3:3]. The catalyst class is: 4. (4) Reactant: [CH2:1]([O:8][C:9](=[O:36])[N:10]([C:17]1[CH:22]=[CH:21][CH:20]=[C:19]([O:23][C:24]2[CH:29]=[CH:28][C:27]([NH2:30])=[C:26]([CH2:31][NH:32][CH2:33][CH2:34][CH3:35])[CH:25]=2)[CH:18]=1)[CH:11]1[CH2:16][CH2:15][CH2:14][CH2:13][CH2:12]1)[C:2]1[CH:7]=[CH:6][CH:5]=[CH:4][CH:3]=1.[N:37]#[C:38]Br. Product: [CH2:1]([O:8][C:9](=[O:36])[N:10]([C:17]1[CH:22]=[CH:21][CH:20]=[C:19]([O:23][C:24]2[CH:25]=[C:26]3[C:27](=[CH:28][CH:29]=2)[N:30]=[C:38]([NH2:37])[N:32]([CH2:33][CH2:34][CH3:35])[CH2:31]3)[CH:18]=1)[CH:11]1[CH2:12][CH2:13][CH2:14][CH2:15][CH2:16]1)[C:2]1[CH:7]=[CH:6][CH:5]=[CH:4][CH:3]=1. The catalyst class is: 8. (5) Reactant: [N+:1]([C:4]1[CH:9]=[CH:8][C:7]([S:10](Cl)(=[O:12])=[O:11])=[CH:6][CH:5]=1)([O-:3])=[O:2].[OH:14][C@@H:15]1[CH2:19][CH2:18][N:17]([C:20]([O:22][C:23]([CH3:26])([CH3:25])[CH3:24])=[O:21])[CH2:16]1.N1C=CC=CC=1.C(=O)(O)[O-].[Na+]. Product: [C:23]([O:22][C:20]([N:17]1[CH2:18][CH2:19][C@@H:15]([O:14][S:10]([C:7]2[CH:6]=[CH:5][C:4]([N+:1]([O-:3])=[O:2])=[CH:9][CH:8]=2)(=[O:11])=[O:12])[CH2:16]1)=[O:21])([CH3:26])([CH3:25])[CH3:24]. The catalyst class is: 2. (6) Reactant: [Cl:1][C:2]1[CH:7]=[C:6]([C:8](=[O:10])[CH3:9])[CH:5]=[CH:4][N:3]=1.C[Si](C)(C)[C:13]([F:16])([F:15])[F:14].[F-].[Cs+].Cl. Product: [Cl:1][C:2]1[CH:7]=[C:6]([C:8]([OH:10])([CH3:9])[C:13]([F:16])([F:15])[F:14])[CH:5]=[CH:4][N:3]=1. The catalyst class is: 149. (7) The catalyst class is: 2. Reactant: C[O:2][C:3]1[CH:4]=[C:5]([C@H:9]2[C:18]3[C:13](=[CH:14][C:15]([O:19][CH2:20][CH2:21][CH2:22][N:23]4[CH2:28][CH2:27][CH2:26][CH2:25][CH2:24]4)=[CH:16][CH:17]=3)[C@@H:12]3[CH2:29][CH2:30][CH2:31][N:11]3[CH2:10]2)[CH:6]=[CH:7][CH:8]=1.B(Br)(Br)Br. Product: [N:23]1([CH2:22][CH2:21][CH2:20][O:19][C:15]2[CH:14]=[C:13]3[C:18]([C@H:9]([C:5]4[CH:4]=[C:3]([OH:2])[CH:8]=[CH:7][CH:6]=4)[CH2:10][N:11]4[CH2:31][CH2:30][CH2:29][C@H:12]43)=[CH:17][CH:16]=2)[CH2:28][CH2:27][CH2:26][CH2:25][CH2:24]1.